The task is: Predict the product of the given reaction.. This data is from Forward reaction prediction with 1.9M reactions from USPTO patents (1976-2016). (1) Given the reactants [F:1][C:2]([F:22])([F:21])[C:3]([NH:5][C@H:6]1[C:15]2[C:10](=[C:11]([N+:18]([O-:20])=[O:19])[C:12]([CH2:16][OH:17])=[CH:13][CH:14]=2)[CH2:9][CH2:8][CH2:7]1)=[O:4], predict the reaction product. The product is: [F:1][C:2]([F:21])([F:22])[C:3]([NH:5][C@H:6]1[C:15]2[C:10](=[C:11]([N+:18]([O-:20])=[O:19])[C:12]([CH:16]=[O:17])=[CH:13][CH:14]=2)[CH2:9][CH2:8][CH2:7]1)=[O:4]. (2) The product is: [CH3:1][CH:2]([CH3:4])[CH2:3][N:6]1[CH2:11][CH2:10][CH:9]([O:12][C:13]2[CH:18]=[CH:17][C:16]([NH:19][C:20]([N:22]3[CH2:30][C:29]4[CH:28]=[CH:27][N:26]=[CH:25][C:24]=4[CH2:23]3)=[O:21])=[CH:15][CH:14]=2)[CH2:8][CH2:7]1. Given the reactants [CH:1](=O)[CH:2]([CH3:4])[CH3:3].[NH:6]1[CH2:11][CH2:10][CH:9]([O:12][C:13]2[CH:18]=[CH:17][C:16]([NH:19][C:20]([N:22]3[CH2:30][C:29]4[CH:28]=[CH:27][N:26]=[CH:25][C:24]=4[CH2:23]3)=[O:21])=[CH:15][CH:14]=2)[CH2:8][CH2:7]1.N1CC=C(C2C=CC(NC(N3CC4C(=CC=CC=4)C3)=O)=CC=2)CC1, predict the reaction product. (3) Given the reactants [CH2:1]([C@H:8]([CH2:12][C:13]([O:15]C(C)(C)C)=[O:14])[C:9]([OH:11])=O)[C:2]1[CH:7]=[CH:6][CH:5]=[CH:4][CH:3]=1.[Cl:20][C:21]1[CH:22]=[CH:23][C:24]([C:34]2[CH:35]=[N:36][C:37]([O:40][CH3:41])=[CH:38][CH:39]=2)=[C:25]([C:27]2[N:28]=[C:29]([NH:32][CH3:33])[S:30][CH:31]=2)[CH:26]=1.COC1N=CC(B(O)O)=CC=1.[Br:53][C:54]1[CH:59]=[CH:58][C:57]([Cl:60])=[CH:56][C:55]=1[C:61]1[N:62]=[C:63]([NH:66][CH3:67])[S:64][CH:65]=1, predict the reaction product. The product is: [CH2:1]([C@@H:8]([C:9]([N:32]([C:29]1[S:30][CH:31]=[C:27]([C:25]2[CH:26]=[C:21]([Cl:20])[CH:22]=[CH:23][C:24]=2[C:34]2[CH:35]=[N:36][C:37]([O:40][CH3:41])=[CH:38][CH:39]=2)[N:28]=1)[CH3:33])=[O:11])[CH2:12][C:13]([OH:15])=[O:14])[C:2]1[CH:3]=[CH:4][CH:5]=[CH:6][CH:7]=1.[Br:53][C:54]1[CH:59]=[CH:58][C:57]([Cl:60])=[CH:56][C:55]=1[C:61]1[N:62]=[C:63]([NH:66][CH3:67])[S:64][CH:65]=1. (4) The product is: [OH:8][CH:1]([C:2]1[CH:3]=[CH:4][CH:5]=[CH:6][CH:7]=1)[C:9]1[CH:18]=[CH:17][C:16]2[NH:15][C:14]3[CH:19]=[N:20][N:21]([CH3:22])[C:13]=3[C:12](=[O:23])[C:11]=2[CH:10]=1. Given the reactants [C:1]([C:9]1[CH:18]=[CH:17][C:16]2[NH:15][C:14]3[CH:19]=[N:20][N:21]([CH3:22])[C:13]=3[C:12](=[O:23])[C:11]=2[CH:10]=1)(=[O:8])[C:2]1[CH:7]=[CH:6][CH:5]=[CH:4][CH:3]=1, predict the reaction product. (5) The product is: [CH2:8]([O:15][N:16]1[C:20]([CH:21]([NH:27][S:34]([C:32]2[S:33][C:29]([Cl:28])=[CH:30][CH:31]=2)(=[O:36])=[O:35])[CH:22]([CH2:25][CH3:26])[CH2:23][CH3:24])=[CH:19][CH:18]=[N:17]1)[C:9]1[CH:14]=[CH:13][CH:12]=[CH:11][CH:10]=1. Given the reactants C(N(CC)CC)C.[CH2:8]([O:15][N:16]1[C:20]([CH:21]([NH2:27])[CH:22]([CH2:25][CH3:26])[CH2:23][CH3:24])=[CH:19][CH:18]=[N:17]1)[C:9]1[CH:14]=[CH:13][CH:12]=[CH:11][CH:10]=1.[Cl:28][C:29]1[S:33][C:32]([S:34](Cl)(=[O:36])=[O:35])=[CH:31][CH:30]=1.C([O-])(O)=O.[Na+], predict the reaction product.